From a dataset of Catalyst prediction with 721,799 reactions and 888 catalyst types from USPTO. Predict which catalyst facilitates the given reaction. (1) Reactant: [CH3:1][C:2]1[CH:8]=[C:7]([C:9]([F:12])([F:11])[F:10])[CH:6]=[CH:5][C:3]=1N.N(OCCCCC)=O.[I:21]I. Product: [CH3:1][C:2]1[CH:8]=[C:7]([C:9]([F:12])([F:11])[F:10])[CH:6]=[CH:5][C:3]=1[I:21]. The catalyst class is: 373. (2) Reactant: I[C:2]1[C:10]2[C:5](=[N:6][CH:7]=[N:8][C:9]=2[NH2:11])[N:4]([C@H:12]2[CH2:17][CH2:16][C@@H:15]([N:18]3[CH2:23][CH2:22][N:21]([CH3:24])[CH2:20][CH2:19]3)[CH2:14][CH2:13]2)[N:3]=1.[CH:25]([C:27]1[CH:32]=[CH:31][C:30](B(O)O)=[CH:29][CH:28]=1)=[O:26].C(=O)([O-])[O-].[Na+].[Na+].B([O-])[O-]. Product: [NH2:11][C:9]1[N:8]=[CH:7][N:6]=[C:5]2[N:4]([C@H:12]3[CH2:17][CH2:16][C@@H:15]([N:18]4[CH2:23][CH2:22][N:21]([CH3:24])[CH2:20][CH2:19]4)[CH2:14][CH2:13]3)[N:3]=[C:2]([C:30]3[CH:31]=[CH:32][C:27]([CH:25]=[O:26])=[CH:28][CH:29]=3)[C:10]=12. The catalyst class is: 149.